From a dataset of Full USPTO retrosynthesis dataset with 1.9M reactions from patents (1976-2016). Predict the reactants needed to synthesize the given product. Given the product [CH3:24][C:18]1[C:19]([CH3:23])=[CH:20][CH:21]=[CH:22][C:17]=1[O:16][CH2:15][CH2:14][CH2:13][C:12]([N:7]1[C:8]2[CH:9]=[CH:10][CH:11]=[C:2]([C:26]#[N:27])[C:3]=2[CH2:4][CH2:5][CH2:6]1)=[O:25], predict the reactants needed to synthesize it. The reactants are: Br[C:2]1[CH:11]=[CH:10][CH:9]=[C:8]2[C:3]=1[CH2:4][CH2:5][CH2:6][N:7]2[C:12](=[O:25])[CH2:13][CH2:14][CH2:15][O:16][C:17]1[CH:22]=[CH:21][CH:20]=[C:19]([CH3:23])[C:18]=1[CH3:24].[C:26]([Zn]C#N)#[N:27].